From a dataset of Forward reaction prediction with 1.9M reactions from USPTO patents (1976-2016). Predict the product of the given reaction. (1) Given the reactants [CH3:1][C:2]1([CH3:21])[CH2:11][CH2:10][CH2:9][C:8]2[CH:7]=[C:6]([O:12]CC(OC(C)(C)C)=O)[CH:5]=[CH:4][C:3]1=2.FC(F)(F)C(O)=O, predict the reaction product. The product is: [CH3:1][C:2]1([CH3:21])[CH2:11][CH2:10][CH2:9][C:8]2[CH:7]=[C:6]([OH:12])[CH:5]=[CH:4][C:3]1=2. (2) Given the reactants [CH2:1]([O:3][C:4](=[O:11])[CH2:5][N:6]1[CH:10]=[N:9][CH:8]=[N:7]1)[CH3:2].C(O[CH:15](OCC)[N:16]([CH3:18])[CH3:17])C, predict the reaction product. The product is: [CH2:1]([O:3][C:4](=[O:11])[C:5]([N:6]1[CH:10]=[N:9][CH:8]=[N:7]1)=[CH:15][N:16]([CH3:18])[CH3:17])[CH3:2].